Dataset: Reaction yield outcomes from USPTO patents with 853,638 reactions. Task: Predict the reaction yield, written as a fraction of the theoretical maximum amount of product (1.0 means a 100% yield; for example, 0.34 means a 34% yield). (1) The reactants are [C:1]1([N:11]2[C:23](=O)[C:15]3[NH:16][C:17]4[CH:18]=[CH:19][CH:20]=[CH:21][C:22]=4[C:14]=3[NH:13][C:12]2=[S:25])[C:10]2[C:5](=[CH:6][CH:7]=[CH:8][CH:9]=2)[CH:4]=[CH:3][CH:2]=1.[OH-:26].[K+].Cl[CH2:29][C:30]([OH:32])=[O:31]. The catalyst is CCO. The product is [CH:10]1[C:9]2[C:4](=[CH:5][CH:6]=[CH:7][CH:8]=2)[CH:3]=[CH:2][C:1]=1[N:11]1[C:23](=[O:26])[C:15]2[NH:16][C:17]3[CH:18]=[CH:19][CH:20]=[CH:21][C:22]=3[C:14]=2[N:13]=[C:12]1[S:25][CH2:29][C:30]([OH:32])=[O:31]. The yield is 0.478. (2) The yield is 0.550. The product is [CH:26]([N:25]1[C:21]([C:19]2[N:20]=[C:13]3[C:12]4[CH:29]=[C:8]([C:7]5[C:2](=[O:32])[NH:3][CH:4]=[CH:5][CH:6]=5)[CH:9]=[CH:10][C:11]=4[O:17][CH2:16][CH2:15][N:14]3[CH:18]=2)=[N:22][CH:23]=[N:24]1)([CH3:28])[CH3:27]. No catalyst specified. The reactants are F[C:2]1[C:7]([C:8]2[CH:9]=[CH:10][C:11]3[O:17][CH2:16][CH2:15][N:14]4[CH:18]=[C:19]([C:21]5[N:25]([CH:26]([CH3:28])[CH3:27])[N:24]=[CH:23][N:22]=5)[N:20]=[C:13]4[C:12]=3[CH:29]=2)=[CH:6][CH:5]=[CH:4][N:3]=1.Cl.C[O:32]CCOC. (3) The reactants are C([N:4](C(C)C)CC)(C)C.Cl[C:11]1[N:16]=[C:15]([Cl:17])[N:14]=[C:13]([NH:18][C:19]2[NH:23][N:22]=[C:21]([CH:24]3[CH2:26][CH2:25]3)[CH:20]=2)[N:12]=1.F[C:28]1[N:33]=[CH:32][C:31]([NH:34][C:35]([C@:37]2([CH3:42])[CH2:41][CH2:40][CH2:39][NH:38]2)=[O:36])=C[CH:29]=1. The catalyst is C1COCC1. The product is [Cl:17][C:15]1[N:14]=[C:13]([NH:18][C:19]2[NH:23][N:22]=[C:21]([CH:24]3[CH2:26][CH2:25]3)[CH:20]=2)[N:12]=[C:11]([N:38]2[CH2:39][CH2:40][CH2:41][C@@:37]2([CH3:42])[C:35]([NH:34][C:31]2[CH:32]=[N:33][CH:28]=[CH:29][N:4]=2)=[O:36])[N:16]=1. The yield is 0.640. (4) The reactants are [CH3:1][C:2]1[S:3][C:4]2[CH:10]=[CH:9][CH:8]=[CH:7][C:5]=2[N:6]=1.[CH2:11]([Br:13])[CH3:12]. The catalyst is CC(C)=O.O.C(#N)C. The product is [Br-:13].[CH2:11]([N+:6]1[C:5]2[CH:7]=[CH:8][CH:9]=[CH:10][C:4]=2[S:3][C:2]=1[CH3:1])[CH3:12]. The yield is 0.320. (5) The reactants are Cl.[I:2][C:3]1[C:11]2[C:6](=[N:7][CH:8]=[N:9][C:10]=2[NH2:12])[N:5]([CH:13]2[CH2:17][CH2:16][NH:15][CH2:14]2)[N:4]=1.Br[CH2:19][CH2:20][O:21][CH3:22].C(=O)([O-])[O-].[K+].[K+]. The catalyst is CN(C)C=O.[I-].[K+]. The product is [I:2][C:3]1[C:11]2[C:6](=[N:7][CH:8]=[N:9][C:10]=2[NH2:12])[N:5]([CH:13]2[CH2:17][CH2:16][N:15]([CH2:19][CH2:20][O:21][CH3:22])[CH2:14]2)[N:4]=1. The yield is 0.840. (6) The reactants are S(Cl)([Cl:3])=O.[CH:5]1[C:14]2[C:9](=[CH:10][CH:11]=[CH:12][CH:13]=2)[CH:8]=[CH:7][C:6]=1[NH:15][CH2:16][C:17]([OH:19])=[O:18].[CH3:20]O. No catalyst specified. The product is [ClH:3].[CH3:20][O:18][C:17](=[O:19])[CH2:16][NH:15][C:6]1[CH:7]=[CH:8][C:9]2[C:14](=[CH:13][CH:12]=[CH:11][CH:10]=2)[CH:5]=1. The yield is 0.940. (7) The reactants are [F:1][C:2]1[CH:8]=[C:7]([I:9])[CH:6]=[CH:5][C:3]=1[NH2:4].[CH2:10]([C:12]1[CH:17]=[C:16]([F:18])[C:15]([F:19])=[C:14](F)[C:13]=1[N+:21]([O-:23])=[O:22])[CH3:11]. No catalyst specified. The product is [CH2:10]([C:12]1[C:13]([N+:21]([O-:23])=[O:22])=[C:14]([C:15]([F:19])=[C:16]([F:18])[CH:17]=1)[NH:4][C:3]1[CH:5]=[CH:6][C:7]([I:9])=[CH:8][C:2]=1[F:1])[CH3:11]. The yield is 0.600. (8) The reactants are [CH3:1][N:2]1[CH:6]=[C:5]([CH2:7][CH2:8][CH2:9]O)[CH:4]=[N:3]1.C1C=CC(P(C2C=CC=CC=2)C2C=CC=CC=2)=CC=1.C(Br)(Br)(Br)[Br:31]. The catalyst is C(Cl)(Cl)Cl. The product is [Br:31][CH2:9][CH2:8][CH2:7][C:5]1[CH:4]=[N:3][N:2]([CH3:1])[CH:6]=1. The yield is 1.00. (9) The reactants are [CH:1]1([N:4]2[C:13]3[C:8](=[CH:9][C:10]([F:17])=[C:11](F)[C:12]=3[O:14][CH3:15])[C:7](=[O:18])[C:6]([C:19]([OH:21])=[O:20])=[CH:5]2)[CH2:3][CH2:2]1.[CH3:22][CH:23]1[CH2:28][NH:27][CH2:26][CH2:25][NH:24]1.C1(C)C=CC=CC=1. The catalyst is CS(C)=O. The product is [CH3:22][CH:23]1[NH:24][CH2:25][CH2:26][N:27]([C:11]2[C:12]([O:14][CH3:15])=[C:13]3[N:4]([CH:1]4[CH2:3][CH2:2]4)[CH:5]=[C:6]([C:19]([OH:21])=[O:20])[C:7](=[O:18])[C:8]3=[CH:9][C:10]=2[F:17])[CH2:28]1. The yield is 0.760. (10) The reactants are O[C:2]1[C:3]([C:11]([O:13][CH2:14][CH3:15])=[O:12])=[N:4][N:5]([CH3:10])[C:6](=[O:9])[C:7]=1[CH3:8].O=P(Cl)(Cl)[Cl:18]. No catalyst specified. The product is [Cl:18][C:2]1[C:3]([C:11]([O:13][CH2:14][CH3:15])=[O:12])=[N:4][N:5]([CH3:10])[C:6](=[O:9])[C:7]=1[CH3:8]. The yield is 0.860.